Predict the reactants needed to synthesize the given product. From a dataset of Full USPTO retrosynthesis dataset with 1.9M reactions from patents (1976-2016). (1) Given the product [C:32]([O:31][C:30]([NH:29][C@@H:26]1[CH2:25][CH2:24][C@H:23]([NH:22][C:7]([C:6]2[C:5]([NH:11][C@H:12]3[CH2:17][CH2:16][C@H:15]([C:18]([O:20][CH3:21])=[O:19])[CH2:14][CH2:13]3)=[N:4][CH:3]=[C:2]([F:1])[CH:10]=2)=[O:9])[CH2:28][CH2:27]1)=[O:36])([CH3:35])([CH3:33])[CH3:34], predict the reactants needed to synthesize it. The reactants are: [F:1][C:2]1[CH:3]=[N:4][C:5]([NH:11][C@H:12]2[CH2:17][CH2:16][C@H:15]([C:18]([O:20][CH3:21])=[O:19])[CH2:14][CH2:13]2)=[C:6]([CH:10]=1)[C:7]([OH:9])=O.[NH2:22][C@@H:23]1[CH2:28][CH2:27][C@H:26]([NH:29][C:30](=[O:36])[O:31][C:32]([CH3:35])([CH3:34])[CH3:33])[CH2:25][CH2:24]1.CN(C(ON1N=NC2C=CC=NC1=2)=[N+](C)C)C.F[P-](F)(F)(F)(F)F.C1C=NC2N(O)N=NC=2C=1.CCN(C(C)C)C(C)C. (2) Given the product [NH2:1][C:4]1([CH:20]([CH3:23])[CH2:21][OH:22])[C:17]2[CH:16]=[C:15]([Cl:18])[N:14]=[CH:13][C:12]=2[O:11][C:10]2[C:5]1=[CH:6][C:7]([Br:19])=[CH:8][CH:9]=2, predict the reactants needed to synthesize it. The reactants are: [N:1]([C:4]1([CH:20]([CH3:23])[CH2:21][OH:22])[C:17]2[CH:16]=[C:15]([Cl:18])[N:14]=[CH:13][C:12]=2[O:11][C:10]2[C:5]1=[CH:6][C:7]([Br:19])=[CH:8][CH:9]=2)=[N+]=[N-].[H-].[H-].[H-].[H-].[Li+].[Al+3].[O-]S([O-])(=O)=O.[Na+].[Na+].